From a dataset of Peptide-MHC class II binding affinity with 134,281 pairs from IEDB. Regression. Given a peptide amino acid sequence and an MHC pseudo amino acid sequence, predict their binding affinity value. This is MHC class II binding data. (1) The peptide sequence is IHLLNSNALLRALRL. The MHC is DRB1_1101 with pseudo-sequence DRB1_1101. The binding affinity (normalized) is 0.573. (2) The peptide sequence is IEGGSLFIVPRFHVV. The MHC is DRB1_1501 with pseudo-sequence DRB1_1501. The binding affinity (normalized) is 0.699. (3) The binding affinity (normalized) is 0.397. The MHC is HLA-DQA10101-DQB10501 with pseudo-sequence HLA-DQA10101-DQB10501. The peptide sequence is NKHNRLYMEARPLEE. (4) The binding affinity (normalized) is 0.129. The peptide sequence is TKDTNDNNLYKLHGG. The MHC is DRB1_0802 with pseudo-sequence DRB1_0802. (5) The peptide sequence is KLIEDINVGFKAAVA. The MHC is DRB1_0401 with pseudo-sequence DRB1_0401. The binding affinity (normalized) is 0.485. (6) The peptide sequence is KKPTGKVTLEADVILPI. The MHC is DRB3_0101 with pseudo-sequence DRB3_0101. The binding affinity (normalized) is 0.797. (7) The peptide sequence is TIAAMMTSPLSVASM. The MHC is HLA-DQA10501-DQB10201 with pseudo-sequence HLA-DQA10501-DQB10201. The binding affinity (normalized) is 0.318. (8) The peptide sequence is AFKVAATAANAMPAN. The MHC is DRB1_0701 with pseudo-sequence DRB1_0701. The binding affinity (normalized) is 0.804. (9) The peptide sequence is SNQVKFYFNKRLN. The MHC is DRB4_0101 with pseudo-sequence DRB4_0103. The binding affinity (normalized) is 0. (10) The peptide sequence is NVFDEVIPTAFTVGK. The MHC is DRB5_0101 with pseudo-sequence DRB5_0101. The binding affinity (normalized) is 0.0254.